Dataset: Peptide-MHC class I binding affinity with 185,985 pairs from IEDB/IMGT. Task: Regression. Given a peptide amino acid sequence and an MHC pseudo amino acid sequence, predict their binding affinity value. This is MHC class I binding data. (1) The peptide sequence is RQSSGSSSSGF. The MHC is HLA-B37:01 with pseudo-sequence HLA-B37:01. The binding affinity (normalized) is 0.468. (2) The binding affinity (normalized) is 0.556. The MHC is HLA-B53:01 with pseudo-sequence HLA-B53:01. The peptide sequence is VPVSLVNSI. (3) The peptide sequence is CTDDNALAY. The MHC is HLA-B40:01 with pseudo-sequence HLA-B40:01. The binding affinity (normalized) is 0.0847. (4) The peptide sequence is LIFHFFLFLL. The MHC is HLA-A02:06 with pseudo-sequence HLA-A02:06. The binding affinity (normalized) is 0.320. (5) The MHC is HLA-A68:02 with pseudo-sequence HLA-A68:02. The peptide sequence is IVNTTYDFL. The binding affinity (normalized) is 0.388. (6) The peptide sequence is EALEFQGPPM. The MHC is H-2-Db with pseudo-sequence H-2-Db. The binding affinity (normalized) is 0.134. (7) The peptide sequence is MIAAYTAAL. The MHC is HLA-A02:01 with pseudo-sequence HLA-A02:01. The binding affinity (normalized) is 0.793.